Task: Predict the reaction yield, written as a fraction of the theoretical maximum amount of product (1.0 means a 100% yield; for example, 0.34 means a 34% yield).. Dataset: Reaction yield outcomes from USPTO patents with 853,638 reactions (1) The reactants are [H-].[Na+].[I-].[CH3:4][S+](C)C.[CH3:8][N:9]1[CH:13]=[CH:12][N:11]=[C:10]1[C:14]1[CH:21]=[CH:20][C:17]([CH:18]=[O:19])=[CH:16][CH:15]=1. The catalyst is CS(C)=O.O. The product is [CH3:8][N:9]1[CH:13]=[CH:12][N:11]=[C:10]1[C:14]1[CH:21]=[CH:20][C:17]([CH:18]2[CH2:4][O:19]2)=[CH:16][CH:15]=1. The yield is 0.521. (2) The reactants are [Br:1][C:2]1[N:6]2[CH2:7][CH2:8][N:9]([C:11]([O:13][C:14]([CH3:17])([CH3:16])[CH3:15])=[O:12])[CH2:10][C:5]2=[C:4]([C:18]([OH:20])=O)[N:3]=1.[CH3:21][NH:22][C:23](=[O:30])[C@H:24]([C:26]([CH3:29])([CH3:28])[CH3:27])[NH2:25].CCN(C(C)C)C(C)C.CN(C(ON1N=NC2C=CC=CC1=2)=[N+](C)C)C.F[P-](F)(F)(F)(F)F. The catalyst is CN(C=O)C.O. The product is [Br:1][C:2]1[N:6]2[CH2:7][CH2:8][N:9]([C:11]([O:13][C:14]([CH3:15])([CH3:16])[CH3:17])=[O:12])[CH2:10][C:5]2=[C:4]([C:18](=[O:20])[NH:25][C@@H:24]([C:26]([CH3:29])([CH3:28])[CH3:27])[C:23]([NH:22][CH3:21])=[O:30])[N:3]=1. The yield is 0.800. (3) The reactants are Br[C:2]1[CH:3]=[CH:4][C:5]([C:8]2[S:9][CH:10]=[CH:11][N:12]=2)=[N:6][CH:7]=1.B(O)(O)[C:14]1[CH:19]=[CH:18][CH:17]=[N:16][CH:15]=1.C([O-])([O-])=O.[Na+].[Na+]. The catalyst is C1(C)C=CC=CC=1.CCO.CCOCC.C1C=CC([P]([Pd]([P](C2C=CC=CC=2)(C2C=CC=CC=2)C2C=CC=CC=2)([P](C2C=CC=CC=2)(C2C=CC=CC=2)C2C=CC=CC=2)[P](C2C=CC=CC=2)(C2C=CC=CC=2)C2C=CC=CC=2)(C2C=CC=CC=2)C2C=CC=CC=2)=CC=1. The product is [S:9]1[CH:10]=[CH:11][N:12]=[C:8]1[C:5]1[N:6]=[CH:7][C:2]([C:14]2[CH:15]=[N:16][CH:17]=[CH:18][CH:19]=2)=[CH:3][CH:4]=1. The yield is 0.600. (4) The reactants are Br[C:2]1[NH:10][C:9]2[C:8](=[O:11])[N:7]3[C:12]([CH3:15])=[N:13][N:14]=[C:6]3[N:5]([CH2:16][CH2:17][CH2:18][CH2:19][CH3:20])[C:4]=2[N:3]=1.[C:21]1(B(O)O)[CH:26]=[CH:25][CH:24]=[CH:23][CH:22]=1.C(=O)([O-])[O-].[Na+].[Na+]. The catalyst is O.COCCOC.[Pd].C1(P(C2C=CC=CC=2)C2C=CC=CC=2)C=CC=CC=1.C1(P(C2C=CC=CC=2)C2C=CC=CC=2)C=CC=CC=1.C1(P(C2C=CC=CC=2)C2C=CC=CC=2)C=CC=CC=1.C1(P(C2C=CC=CC=2)C2C=CC=CC=2)C=CC=CC=1. The product is [CH3:15][C:12]1[N:7]2[C:8](=[O:11])[C:9]3[NH:10][C:2]([C:21]4[CH:26]=[CH:25][CH:24]=[CH:23][CH:22]=4)=[N:3][C:4]=3[N:5]([CH2:16][CH2:17][CH2:18][CH2:19][CH3:20])[C:6]2=[N:14][N:13]=1. The yield is 0.160. (5) The reactants are Cl.C(N=C=NCCCN(C)C)C.[CH3:13][N:14]1[CH2:19][CH2:18][N:17]([C:20]2[S:21][CH:22]=[C:23]([C:25]3[CH:30]=[CH:29][C:28]([C:31]([NH:33][C:34]4([C:40]([OH:42])=O)[CH2:39][CH2:38][CH2:37][CH2:36][CH2:35]4)=[O:32])=[CH:27][CH:26]=3)[N:24]=2)[CH2:16][CH2:15]1. The catalyst is CN(C)C=O. The product is [CH3:13][N:14]1[CH2:15][CH2:16][N:17]([C:20]2[S:21][CH:22]=[C:23]([C:25]3[CH:30]=[CH:29][C:28]([C:31]4[O:32][C:40](=[O:42])[C:34]5([CH2:35][CH2:36][CH2:37][CH2:38][CH2:39]5)[N:33]=4)=[CH:27][CH:26]=3)[N:24]=2)[CH2:18][CH2:19]1. The yield is 0.670. (6) The yield is 0.327. The product is [Cl:19][C:5]1[C:6]([C:8]2[CH:9]=[C:10]([NH:14][C:15](=[O:18])[CH:16]=[CH2:17])[CH:11]=[CH:12][CH:13]=2)=[N:7][C:2]([NH:24][C:23]2[CH:25]=[CH:26][C:27]([N:28]3[CH2:29][CH2:30][O:31][CH2:32][CH2:33]3)=[C:21]([F:20])[CH:22]=2)=[N:3][CH:4]=1. The catalyst is C1(C)C=CC=CC=1.C1C=CC(/C=C/C(/C=C/C2C=CC=CC=2)=O)=CC=1.C1C=CC(/C=C/C(/C=C/C2C=CC=CC=2)=O)=CC=1.C1C=CC(/C=C/C(/C=C/C2C=CC=CC=2)=O)=CC=1.[Pd].[Pd]. The reactants are Cl[C:2]1[N:7]=[C:6]([C:8]2[CH:9]=[C:10]([NH:14][C:15](=[O:18])[CH:16]=[CH2:17])[CH:11]=[CH:12][CH:13]=2)[C:5]([Cl:19])=[CH:4][N:3]=1.[F:20][C:21]1[CH:22]=[C:23]([CH:25]=[CH:26][C:27]=1[N:28]1[CH2:33][CH2:32][O:31][CH2:30][CH2:29]1)[NH2:24].C([O-])([O-])=O.[Cs+].[Cs+].CC(C1C=C(C(C)C)C(C2C=CC=CC=2P(C2CCCCC2)C2CCCCC2)=C(C(C)C)C=1)C. (7) The reactants are Cl.[CH:2]([C:5]1[CH:6]=[C:7]([C:11]2([NH2:15])[CH2:14][NH:13][CH2:12]2)[CH:8]=[CH:9][CH:10]=1)([CH3:4])[CH3:3].C(N(CC)CC)C.[CH2:23]([O:30][C:31](Cl)=[O:32])[C:24]1[CH:29]=[CH:28][CH:27]=[CH:26][CH:25]=1. The catalyst is C1COCC1. The product is [CH2:23]([O:30][C:31]([N:13]1[CH2:14][C:11]([NH2:15])([C:7]2[CH:8]=[CH:9][CH:10]=[C:5]([CH:2]([CH3:4])[CH3:3])[CH:6]=2)[CH2:12]1)=[O:32])[C:24]1[CH:29]=[CH:28][CH:27]=[CH:26][CH:25]=1. The yield is 0.410.